Task: Predict the reactants needed to synthesize the given product.. Dataset: Full USPTO retrosynthesis dataset with 1.9M reactions from patents (1976-2016) (1) Given the product [CH2:1]([C:3]1[CH:4]=[C:5]([CH2:15][CH2:16][NH:17][C:31]([C:28]2[CH:27]=[CH:26][C:25]([C:22]3[CH:23]=[CH:24][C:19]([Cl:18])=[CH:20][CH:21]=3)=[CH:30][CH:29]=2)=[O:32])[CH:6]=[CH:7][C:8]=1[CH2:9][N:10]1[CH2:14][CH2:13][CH2:12][CH2:11]1)[CH3:2], predict the reactants needed to synthesize it. The reactants are: [CH2:1]([C:3]1[CH:4]=[C:5]([CH2:15][CH2:16][NH2:17])[CH:6]=[CH:7][C:8]=1[CH2:9][N:10]1[CH2:14][CH2:13][CH2:12][CH2:11]1)[CH3:2].[Cl:18][C:19]1[CH:24]=[CH:23][C:22]([C:25]2[CH:30]=[CH:29][C:28]([C:31](O)=[O:32])=[CH:27][CH:26]=2)=[CH:21][CH:20]=1. (2) Given the product [NH2:29][C:30]([NH:32][C:33]1[NH:34][C:35]2[C:40]([C:41]=1[C:42]([NH2:44])=[O:43])=[CH:39][CH:38]=[C:37]([CH2:45][N:15]=[N+:16]=[N-:17])[CH:36]=2)=[O:31], predict the reactants needed to synthesize it. The reactants are: C1(P([N:15]=[N+:16]=[N-:17])(C2C=CC=CC=2)=O)C=CC=CC=1.N12CCCN=C1CCCCC2.[NH2:29][C:30]([NH:32][C:33]1[NH:34][C:35]2[C:40]([C:41]=1[C:42]([NH2:44])=[O:43])=[CH:39][CH:38]=[C:37]([CH2:45]O)[CH:36]=2)=[O:31].O. (3) Given the product [Br:1][C:2]1[CH:3]=[C:4]([C:8]2[N:12]([CH3:13])[N:11]=[C:10]([C:14]([N:23]3[CH2:24][CH2:25][CH:21]([N:20]([CH2:26][CH3:27])[CH2:18][CH3:19])[CH2:22]3)=[O:16])[C:9]=2[CH3:17])[CH:5]=[CH:6][CH:7]=1, predict the reactants needed to synthesize it. The reactants are: [Br:1][C:2]1[CH:3]=[C:4]([C:8]2[N:12]([CH3:13])[N:11]=[C:10]([C:14]([OH:16])=O)[C:9]=2[CH3:17])[CH:5]=[CH:6][CH:7]=1.[CH2:18]([N:20]([CH2:26][CH3:27])[CH:21]1[CH2:25][CH2:24][NH:23][CH2:22]1)[CH3:19]. (4) The reactants are: [C:1]([O:5][C:6]([N:8]1[CH2:13][C@H:12]([OH:14])[CH2:11][CH2:10][C@@H:9]1[C@H:15]1[O:19][C:18]([CH3:21])([CH3:20])[N:17]([C:22](=[O:24])[CH3:23])[C@H:16]1[CH2:25][C:26]1[CH:31]=[C:30]([F:32])[CH:29]=[C:28]([F:33])[CH:27]=1)=[O:7])([CH3:4])([CH3:3])[CH3:2].[H-].[Na+].Br[CH2:37][CH2:38][CH:39]([CH3:41])[CH3:40]. Given the product [C:1]([O:5][C:6]([N:8]1[CH2:13][C@H:12]([O:14][CH2:37][CH2:38][CH:39]([CH3:41])[CH3:40])[CH2:11][CH2:10][C@@H:9]1[C@H:15]1[O:19][C:18]([CH3:20])([CH3:21])[N:17]([C:22](=[O:24])[CH3:23])[C@H:16]1[CH2:25][C:26]1[CH:31]=[C:30]([F:32])[CH:29]=[C:28]([F:33])[CH:27]=1)=[O:7])([CH3:2])([CH3:3])[CH3:4], predict the reactants needed to synthesize it.